This data is from hERG Central: cardiac toxicity at 1µM, 10µM, and general inhibition. The task is: Predict hERG channel inhibition at various concentrations. The drug is CN1CCN(c2ccccc2NC(=O)c2cc3c(s2)-c2ccccc2OC3)CC1. Results: hERG_inhib (hERG inhibition (general)): blocker.